This data is from Full USPTO retrosynthesis dataset with 1.9M reactions from patents (1976-2016). The task is: Predict the reactants needed to synthesize the given product. (1) Given the product [CH3:23][CH:18]1[CH2:19][CH:20]([CH3:22])[CH2:21][N:16]([C:14]2[CH:15]=[C:10]([O:8][CH2:3][C:4]#[C:5][CH2:6][CH3:7])[N:11]=[CH:12][N:13]=2)[CH2:17]1, predict the reactants needed to synthesize it. The reactants are: [H-].[Na+].[CH2:3]([OH:8])[C:4]#[C:5][CH2:6][CH3:7].Cl[C:10]1[CH:15]=[C:14]([N:16]2[CH2:21][CH:20]([CH3:22])[CH2:19][CH:18]([CH3:23])[CH2:17]2)[N:13]=[CH:12][N:11]=1.[Cl-].[NH4+]. (2) Given the product [CH3:18][C:16]1[C:5]2[C:3](=[C:2]([Br:1])[CH:8]=[CH:7][CH:6]=2)[N:4]=[CH:15][CH:14]=1, predict the reactants needed to synthesize it. The reactants are: [Br:1][C:2]1[CH:8]=[CH:7][CH:6]=[CH:5][C:3]=1[NH2:4].S(=O)(=O)(O)O.[CH:14]([C:16]([CH3:18])=O)=[CH2:15].[OH-].[Na+]. (3) Given the product [CH2:1]([N:8]1[C:16]2[C:15]([S:17][CH3:30])=[N:14][C:13](=[O:18])[N:12]([CH2:19][CH2:20][CH2:21][CH2:22][CH3:23])[C:11]=2[N:10]=[CH:9]1)[C:2]1[CH:7]=[CH:6][CH:5]=[CH:4][CH:3]=1, predict the reactants needed to synthesize it. The reactants are: [CH2:1]([N:8]1[C:16]2[C:15](=[S:17])[NH:14][C:13](=[O:18])[N:12]([CH2:19][CH2:20][CH2:21][CH2:22][CH3:23])[C:11]=2[N:10]=[CH:9]1)[C:2]1[CH:7]=[CH:6][CH:5]=[CH:4][CH:3]=1.[OH-].[Na+].S(OC)(O[CH3:30])(=O)=O. (4) Given the product [C:7]1([N:6]2[C:5]3[CH:13]=[CH:14][C:2]([B:32]([OH:35])[OH:33])=[CH:3][C:4]=3[C:20]3[C:15]2=[CH:16][CH:17]=[CH:18][CH:19]=3)[CH:12]=[CH:11][CH:10]=[CH:9][CH:8]=1, predict the reactants needed to synthesize it. The reactants are: Br[C:2]1[CH:3]=[CH:4][C:5]2[N:6]([C:15]3[CH:20]=[CH:19][CH:18]=[CH:17][CH:16]=3)[C:7]3[C:12]([C:13]=2[CH:14]=1)=[CH:11][CH:10]=[CH:9][CH:8]=3.CCCCCC.C([Li])CCC.[B:32](OC)([O:35]C)[O:33]C.Cl.